The task is: Predict the reaction yield, written as a fraction of the theoretical maximum amount of product (1.0 means a 100% yield; for example, 0.34 means a 34% yield).. This data is from Reaction yield outcomes from USPTO patents with 853,638 reactions. (1) The reactants are [SH:1][C:2]1[NH:3][C:4]2[CH:10]=[C:9]([O:11][Si:12]([C:15]([CH3:18])([CH3:17])[CH3:16])([CH3:14])[CH3:13])[CH:8]=[CH:7][C:5]=2[N:6]=1.[H-].[Na+].[N+]([C:24]1[O:28][C:27]([CH:29]=[O:30])=[CH:26][CH:25]=1)([O-])=O.O. The catalyst is O1CCCC1. The product is [C:15]([Si:12]([CH3:13])([CH3:14])[O:11][C:9]1[CH:8]=[CH:7][C:5]2[NH:6][C:2]([S:1][C:24]3[O:28][C:27]([CH:29]=[O:30])=[CH:26][CH:25]=3)=[N:3][C:4]=2[CH:10]=1)([CH3:18])([CH3:17])[CH3:16]. The yield is 0.510. (2) The reactants are C(Cl)(=O)C(Cl)=O.CS(C)=O.[CH2:11]([N:18]([CH2:26][C:27]1[CH:32]=[CH:31][CH:30]=[CH:29][CH:28]=1)[C@@H:19]1[CH2:24][CH2:23][CH2:22][C@H:21]([OH:25])[CH2:20]1)[C:12]1[CH:17]=[CH:16][CH:15]=[CH:14][CH:13]=1. The catalyst is C(Cl)Cl. The product is [CH2:26]([N:18]([CH2:11][C:12]1[CH:17]=[CH:16][CH:15]=[CH:14][CH:13]=1)[C@@H:19]1[CH2:24][CH2:23][CH2:22][C:21](=[O:25])[CH2:20]1)[C:27]1[CH:28]=[CH:29][CH:30]=[CH:31][CH:32]=1. The yield is 0.740. (3) The reactants are [CH3:1][O:2][CH2:3][CH2:4][N:5]([CH2:13][C:14]1[N:19]=[CH:18][C:17]([NH:20][C:21](=[O:23])[O-])=[CH:16][CH:15]=1)[C:6]([O:8][C:9]([CH3:12])([CH3:11])[CH3:10])=[O:7].C(N(CC)CC)C.[Cl:31][C:32]1[CH:33]=[C:34]([N:38]2[C:42]([CH2:43][NH2:44])=[CH:41][C:40]([C:45]([F:48])([F:47])[F:46])=[N:39]2)[CH:35]=[CH:36][CH:37]=1. The catalyst is ClCCl. The product is [Cl:31][C:32]1[CH:33]=[C:34]([N:38]2[C:42]([CH2:43][NH:44][C:21](=[O:23])[NH:20][C:17]3[CH:16]=[CH:15][C:14]([CH2:13][N:5]([CH2:4][CH2:3][O:2][CH3:1])[C:6](=[O:7])[O:8][C:9]([CH3:10])([CH3:11])[CH3:12])=[N:19][CH:18]=3)=[CH:41][C:40]([C:45]([F:46])([F:47])[F:48])=[N:39]2)[CH:35]=[CH:36][CH:37]=1. The yield is 0.550. (4) The reactants are O[CH:2]=[C:3]1[C:11]2[C:6](=[CH:7][C:8]([C:12]([C:14]3[CH:15]=[C:16]([NH:20][C:21]([C:23]4[N:24]([CH3:29])[N:25]=[C:26]([CH3:28])[CH:27]=4)=[O:22])[CH:17]=[CH:18][CH:19]=3)=[O:13])=[CH:9][CH:10]=2)[NH:5][C:4]1=[O:30].C1COCC1.[NH2:36][C:37]1[CH:42]=[CH:41][C:40]([CH2:43][OH:44])=[CH:39][CH:38]=1. The catalyst is CCOC(C)=O. The product is [OH:44][CH2:43][C:40]1[CH:41]=[CH:42][C:37]([NH:36][CH:2]=[C:3]2[C:11]3[C:6](=[CH:7][C:8]([C:12]([C:14]4[CH:15]=[C:16]([NH:20][C:21]([C:23]5[N:24]([CH3:29])[N:25]=[C:26]([CH3:28])[CH:27]=5)=[O:22])[CH:17]=[CH:18][CH:19]=4)=[O:13])=[CH:9][CH:10]=3)[NH:5][C:4]2=[O:30])=[CH:38][CH:39]=1. The yield is 0.240. (5) The reactants are [F:1][C:2]1[CH:7]=[CH:6][C:5]([N+:8]([O-])=O)=[CH:4][C:3]=1[C@@:11]1([CH3:24])[N:20]=[C:19]([NH2:21])[C:14]2([CH2:18][CH2:17][CH2:16][CH2:15]2)[S:13](=[O:23])(=[O:22])[CH2:12]1.C(N(CC)CC)C. The catalyst is C(O)C.[Pd]. The product is [NH2:8][C:5]1[CH:6]=[CH:7][C:2]([F:1])=[C:3]([C@@:11]2([CH3:24])[N:20]=[C:19]([NH2:21])[C:14]3([CH2:18][CH2:17][CH2:16][CH2:15]3)[S:13](=[O:22])(=[O:23])[CH2:12]2)[CH:4]=1. The yield is 0.947. (6) The reactants are [CH3:1][O:2][C:3]1[CH:40]=[C:39]([O:41][CH3:42])[CH:38]=[CH:37][C:4]=1[CH2:5][NH:6][C:7]1[C:8]2[CH:15]=[CH:14][N:13]([C@H:16]3[C@@H:20]4[O:21][C:22]([CH3:25])([CH3:24])[O:23][C@@H:19]4[C@@H:18]([CH2:26][N:27]([CH3:36])[CH:28]4[CH2:31][CH:30]([CH2:32][C:33]([OH:35])=O)[CH2:29]4)[O:17]3)[C:9]=2[N:10]=[CH:11][N:12]=1.[C:43]([C:47]1[CH:48]=[C:49]([NH2:54])[C:50]([NH2:53])=[CH:51][CH:52]=1)([CH3:46])([CH3:45])[CH3:44].C(N(CC)C(C)C)(C)C.F[P-](F)(F)(F)(F)F.C[N+](C)=C(N(C)C)ON1C2N=CC=CC=2N=N1. The catalyst is CN(C)C=O. The product is [NH2:54][C:49]1[CH:48]=[C:47]([C:43]([CH3:45])([CH3:44])[CH3:46])[CH:52]=[CH:51][C:50]=1[NH:53][C:33](=[O:35])[CH2:32][CH:30]1[CH2:29][CH:28]([N:27]([CH2:26][C@@H:18]2[C@@H:19]3[C@@H:20]([O:21][C:22]([CH3:25])([CH3:24])[O:23]3)[C@H:16]([N:13]3[C:9]4[N:10]=[CH:11][N:12]=[C:7]([NH:6][CH2:5][C:4]5[CH:37]=[CH:38][C:39]([O:41][CH3:42])=[CH:40][C:3]=5[O:2][CH3:1])[C:8]=4[CH:15]=[CH:14]3)[O:17]2)[CH3:36])[CH2:31]1. The yield is 0.820.